Dataset: HIV replication inhibition screening data with 41,000+ compounds from the AIDS Antiviral Screen. Task: Binary Classification. Given a drug SMILES string, predict its activity (active/inactive) in a high-throughput screening assay against a specified biological target. (1) The drug is Cc1nn(C(=O)c2ccc(Cl)cc2)c2c1C(c1ccccc1O)SC(=N)N2. The result is 0 (inactive). (2) The compound is CC(C)(C)OC(=O)NC(Cc1ccccc1)C(=O)N1CCCC1C(N)=O. The result is 0 (inactive). (3) The compound is Cn1nc(-c2ccccc2)c(C(=O)C=Cc2ccccc2)c(N2CCOCC2)c1=O. The result is 0 (inactive).